Dataset: Forward reaction prediction with 1.9M reactions from USPTO patents (1976-2016). Task: Predict the product of the given reaction. (1) The product is: [F:33][C:30]1[CH:31]=[CH:32][C:27]([C@:4]2([CH2:1][CH2:2][CH2:3][OH:48])[O:9][C:8](=[O:10])[N:7]([C@H:11]([C:13]3[CH:14]=[CH:15][C:16]([C:19]4[C:20](=[O:26])[N:21]([CH3:25])[CH:22]=[CH:23][CH:24]=4)=[CH:17][CH:18]=3)[CH3:12])[CH2:6][CH2:5]2)=[CH:28][CH:29]=1. Given the reactants [CH2:1]([C@@:4]1([C:27]2[CH:32]=[CH:31][C:30]([F:33])=[CH:29][CH:28]=2)[O:9][C:8](=[O:10])[N:7]([C@H:11]([C:13]2[CH:18]=[CH:17][C:16]([C:19]3[C:20](=[O:26])[N:21]([CH3:25])[CH:22]=[CH:23][CH:24]=3)=[CH:15][CH:14]=2)[CH3:12])[CH2:6][CH2:5]1)[CH:2]=[CH2:3].C(BC(C(C)C)C)(C(C)C)C.C1C[O:48]CC1, predict the reaction product. (2) Given the reactants [N+:1]([C:4]1[CH:9]=[CH:8][C:7]([C:10]2[C:14]([C:15]([NH2:17])=[O:16])=[C:13]([NH:18][C:19]([NH:21][CH2:22][CH2:23][CH2:24][N:25]3[CH2:29][CH2:28][CH2:27][CH2:26]3)=[O:20])[S:12][N:11]=2)=[CH:6][CH:5]=1)([O-])=O, predict the reaction product. The product is: [NH2:1][C:4]1[CH:9]=[CH:8][C:7]([C:10]2[C:14]([C:15]([NH2:17])=[O:16])=[C:13]([NH:18][C:19]([NH:21][CH2:22][CH2:23][CH2:24][N:25]3[CH2:29][CH2:28][CH2:27][CH2:26]3)=[O:20])[S:12][N:11]=2)=[CH:6][CH:5]=1. (3) Given the reactants [F:1][C:2]1[CH:13]=[CH:12][C:5]2[NH:6][C:7]([C:9]([OH:11])=[O:10])=[N:8][C:4]=2[CH:3]=1.[C:14](Cl)(=O)[C:15](Cl)=O.[NH2:20][CH2:21][C:22]([C:25]1[CH:30]=[CH:29][C:28]([NH:31][C:32](=[O:43])[C:33]2[CH:38]=[CH:37][C:36]([O:39][CH3:40])=[C:35]([O:41][CH3:42])[CH:34]=2)=[CH:27][CH:26]=1)([CH3:24])[CH3:23], predict the reaction product. The product is: [CH3:14][CH2:15][O:11][CH2:9][CH3:7].[O:39]([CH:13]([CH3:12])[CH3:2])[CH:36]([CH3:37])[CH3:35].[CH3:42][O:41][C:35]1[CH:34]=[C:33]([CH:38]=[CH:37][C:36]=1[O:39][CH3:40])[C:32]([NH:31][C:28]1[CH:27]=[CH:26][C:25]([C:22]([CH3:24])([CH3:23])[CH2:21][NH:20][C:9]([C:7]2[NH:8][C:4]3[CH:3]=[C:2]([F:1])[CH:13]=[CH:12][C:5]=3[N:6]=2)=[O:10])=[CH:30][CH:29]=1)=[O:43]. (4) Given the reactants Br[CH2:2][CH2:3][CH2:4][CH2:5][CH2:6][C:7]1[C:13]2[CH:14]=[CH:15][C:16]([OH:18])=[CH:17][C:12]=2[CH2:11][CH2:10][CH2:9][C:8]=1[C:19]1[CH:20]=[N:21][CH:22]=[CH:23][CH:24]=1.[CH3:25][NH:26][CH2:27][CH2:28][CH2:29][S:30]([CH2:32][CH2:33][CH2:34][C:35]([F:41])([F:40])[C:36]([F:39])([F:38])[F:37])=[O:31], predict the reaction product. The product is: [CH3:25][N:26]([CH2:27][CH2:28][CH2:29][S:30]([CH2:32][CH2:33][CH2:34][C:35]([F:41])([F:40])[C:36]([F:39])([F:38])[F:37])=[O:31])[CH2:2][CH2:3][CH2:4][CH2:5][CH2:6][C:7]1[C:13]2[CH:14]=[CH:15][C:16]([OH:18])=[CH:17][C:12]=2[CH2:11][CH2:10][CH2:9][C:8]=1[C:19]1[CH:20]=[N:21][CH:22]=[CH:23][CH:24]=1. (5) Given the reactants Cl[C:2]1[C:11]2[C:6](=[CH:7][CH:8]=[C:9]([Br:12])[CH:10]=2)[N:5]=[CH:4][N:3]=1.ClC1C=C(C=CC=1)N, predict the reaction product. The product is: [Br:12][C:9]1[CH:10]=[C:11]2[C:6](=[CH:7][CH:8]=1)[N:5]=[CH:4][N:3]=[CH:2]2. (6) The product is: [CH3:1][C:2]1[CH:11]=[C:10]([CH2:12][O:13][CH2:14][C:15]2([C:21]3[CH:26]=[CH:25][CH:24]=[CH:23][CH:22]=3)[CH2:16][CH2:17][N:18]([CH3:29])[CH2:19][CH2:20]2)[C:9]2[C:4](=[CH:5][CH:6]=[CH:7][CH:8]=2)[N:3]=1. Given the reactants [CH3:1][C:2]1[CH:11]=[C:10]([CH2:12][O:13][CH2:14][C:15]2([C:21]3[CH:26]=[CH:25][CH:24]=[CH:23][CH:22]=3)[CH2:20][CH2:19][NH:18][CH2:17][CH2:16]2)[C:9]2[C:4](=[CH:5][CH:6]=[CH:7][CH:8]=2)[N:3]=1.C=O.[C:29](O[BH-](OC(=O)C)OC(=O)C)(=O)C.[Na+], predict the reaction product. (7) The product is: [N:1]1([C:7](=[S:8])[NH2:9])[CH2:6][CH2:5][O:4][CH2:3][CH2:2]1. Given the reactants [N:1]1([C:7]([NH:9]C(=O)C2C=CC=CC=2)=[S:8])[CH2:6][CH2:5][O:4][CH2:3][CH2:2]1.[OH-].[Na+], predict the reaction product. (8) Given the reactants [CH3:1][C@H:2]1[C:7](=[O:8])[O:6][CH2:5][C:4]([CH3:10])([CH3:9])[NH:3]1.[F:11][C:12]1[CH:13]=[C:14]([Mg]Br)[CH:15]=[CH:16][C:17]=1[F:18].[NH4+].[Cl-], predict the reaction product. The product is: [F:11][C:12]1[CH:13]=[C:14]([C@:7]2([OH:8])[O:6][CH2:5][C:4]([CH3:10])([CH3:9])[NH:3][C@H:2]2[CH3:1])[CH:15]=[CH:16][C:17]=1[F:18].